Dataset: Catalyst prediction with 721,799 reactions and 888 catalyst types from USPTO. Task: Predict which catalyst facilitates the given reaction. (1) Reactant: [N:1]1([C:7]2[CH:16]=[N:15][C:14]3[C:9](=[CH:10][C:11](B4OC(C)(C)C(C)(C)O4)=[CH:12][CH:13]=3)[N:8]=2)[CH2:6][CH2:5][O:4][CH2:3][CH2:2]1.Br[C:27]1[CH:28]=[C:29]2[CH:35]=[N:34][NH:33][C:30]2=[N:31][CH:32]=1.C(=O)([O-])[O-].[Na+].[Na+]. Product: [N:1]1([C:7]2[CH:16]=[N:15][C:14]3[C:9](=[CH:10][C:11]([C:27]4[CH:28]=[C:29]5[CH:35]=[N:34][NH:33][C:30]5=[N:31][CH:32]=4)=[CH:12][CH:13]=3)[N:8]=2)[CH2:2][CH2:3][O:4][CH2:5][CH2:6]1. The catalyst class is: 12. (2) Reactant: Br[CH:2]1[CH2:4][C:3]1([CH3:10])[CH2:5][CH2:6][CH2:7][CH2:8][CH3:9].CC(C)([O-])C.[K+].O.C(OCC)C. Product: [CH3:10][C:3]1([CH2:5][CH2:6][CH2:7][CH2:8][CH3:9])[CH:4]=[CH:2]1. The catalyst class is: 148. (3) Reactant: [Br:1][C:2]1[CH:3]=[N:4][CH:5]=[C:6]([CH:9]=1)[CH:7]=[O:8].[BH4-].[Na+].[Cl-].[NH4+]. Product: [Br:1][C:2]1[CH:9]=[C:6]([CH2:7][OH:8])[CH:5]=[N:4][CH:3]=1. The catalyst class is: 8. (4) Reactant: [Cr](Cl)([O-])(=O)=O.[NH+]1C=CC=CC=1.[CH3:12]/[C:13](=[CH:18]\[C:19]1[CH:24]=[CH:23][C:22]([CH3:25])=[CH:21][CH:20]=1)/[CH2:14][CH2:15][CH2:16][OH:17].C(OCC)C. Product: [CH3:12]/[C:13](=[CH:18]\[C:19]1[CH:24]=[CH:23][C:22]([CH3:25])=[CH:21][CH:20]=1)/[CH2:14][CH2:15][CH:16]=[O:17]. The catalyst class is: 4.